Dataset: hERG potassium channel inhibition data for cardiac toxicity prediction from Karim et al.. Task: Regression/Classification. Given a drug SMILES string, predict its toxicity properties. Task type varies by dataset: regression for continuous values (e.g., LD50, hERG inhibition percentage) or binary classification for toxic/non-toxic outcomes (e.g., AMES mutagenicity, cardiotoxicity, hepatotoxicity). Dataset: herg_karim. (1) The molecule is N#Cc1ccc(Cn2cncc2CNC2CCN(C(=O)c3ccc[nH]c3=O)C2)cc1. The result is 0 (non-blocker). (2) The result is 1 (blocker). The drug is COc1ccc([C@@H](C)N[C@@H]2CC[C@@H](C(=O)N3CCC(c4ccccc4)(N4CCCCC4)CC3)C(C)(C)C2)cc1. (3) The compound is C=CC(=O)Nc1cc2c(Nc3ccc(F)c(Cl)c3)ncnc2cc1C#CC(C)(C)N1CCN(C)CC1. The result is 0 (non-blocker). (4) The molecule is Clc1cccc(-n2nnnc2NCc2ccccc2Oc2ccccn2)c1Cl. The result is 0 (non-blocker). (5) The drug is Cn1c(SCCCN2CC[C@]3(C[C@@H]3c3ccc(C(F)(F)F)cc3)C2)nnc1-c1ccn(C)c(=O)c1. The result is 1 (blocker). (6) The drug is CCOCCn1c([C@@H]2CCCN(C3CCOCC3)C2)nc2ccccc21. The result is 1 (blocker). (7) The drug is Cc1cc(C)cc(NC(=O)c2cncc(-c3ccc(C#N)cc3)c2)c1. The result is 0 (non-blocker).